This data is from Full USPTO retrosynthesis dataset with 1.9M reactions from patents (1976-2016). The task is: Predict the reactants needed to synthesize the given product. (1) Given the product [F:12][C:13]1[CH:37]=[CH:36][C:16]([O:17][C:18]2[C:26]3[N:25]=[C:24]([N:27]4[CH:11]=[CH:3][CH:4]=[N:28]4)[NH:23][C:22]=3[CH:21]=[C:20]([O:29][C:30]3[CH:31]=[N:32][CH:33]=[CH:34][CH:35]=3)[CH:19]=2)=[CH:15][CH:14]=1, predict the reactants needed to synthesize it. The reactants are: CO[CH:3]([CH3:11])[C:4](OC)(OC)OC.[F:12][C:13]1[CH:37]=[CH:36][C:16]([O:17][C:18]2[C:26]3[N:25]=[C:24]([NH:27][NH2:28])[NH:23][C:22]=3[CH:21]=[C:20]([O:29][C:30]3[CH:31]=[N:32][CH:33]=[CH:34][CH:35]=3)[CH:19]=2)=[CH:15][CH:14]=1. (2) The reactants are: [F:1][C:2]1[CH:3]=[C:4]([CH:6]=[CH:7][C:8]=1[O:9][C:10]1[C:19]2[C:14](=[CH:15][C:16]([O:22][CH2:23][CH2:24][CH2:25][N:26]3[CH2:31][CH2:30][O:29][CH2:28][CH2:27]3)=[C:17]([O:20][CH3:21])[CH:18]=2)[N:13]=[CH:12][CH:11]=1)[NH2:5].FC1C=C(N[C:68]([N:70]2[CH2:74][CH2:73][N:72]([C:75]3[CH:80]=[CH:79][CH:78]=[CH:77][CH:76]=3)[C:71]2=[O:81])=[O:69])C=CC=1OC1C2C(=CC(OCC3CCN(C(OC(C)(C)C)=O)CC3)=C(OC)C=2)N=CC=1. Given the product [F:1][C:2]1[CH:3]=[C:4]([NH:5][C:68]([N:70]2[CH2:74][CH2:73][N:72]([C:75]3[CH:80]=[CH:79][CH:78]=[CH:77][CH:76]=3)[C:71]2=[O:81])=[O:69])[CH:6]=[CH:7][C:8]=1[O:9][C:10]1[C:19]2[C:14](=[CH:15][C:16]([O:22][CH2:23][CH2:24][CH2:25][N:26]3[CH2:31][CH2:30][O:29][CH2:28][CH2:27]3)=[C:17]([O:20][CH3:21])[CH:18]=2)[N:13]=[CH:12][CH:11]=1, predict the reactants needed to synthesize it. (3) Given the product [CH3:1][O:2][C:3]1[CH:4]=[C:5]([C:11](=[O:25])[CH2:12][CH2:13][C:14]([N:16]2[CH2:21][CH2:20][N:19]3[CH2:26][CH2:22][CH2:23][CH2:24][CH:18]3[CH2:17]2)=[O:15])[CH:6]=[CH:7][C:8]=1[O:9][CH3:10], predict the reactants needed to synthesize it. The reactants are: [CH3:1][O:2][C:3]1[CH:4]=[C:5]([C:11](=[O:25])[CH2:12][CH2:13][C:14]([N:16]2[CH2:21][CH2:20][N:19]3[CH2:22][CH2:23][CH2:24][C@H:18]3[CH2:17]2)=[O:15])[CH:6]=[CH:7][C:8]=1[O:9][CH3:10].[C:26](OC(N1CCCCC1C(O)=O)=O)(C)(C)C.